This data is from Reaction yield outcomes from USPTO patents with 853,638 reactions. The task is: Predict the reaction yield, written as a fraction of the theoretical maximum amount of product (1.0 means a 100% yield; for example, 0.34 means a 34% yield). (1) The reactants are [F:1][C:2]1([C:9]2[S:10][CH:11]=[CH:12][N:13]=2)[CH2:7][CH2:6][C:5](=[O:8])[CH2:4][CH2:3]1.[F:14][C:15]([F:34])([F:33])[S:16](N(C1C=CC=CC=1)[S:16]([C:15]([F:34])([F:33])[F:14])(=[O:18])=[O:17])(=[O:18])=[O:17].C[Si]([N-][Si](C)(C)C)(C)C.[Li+]. The catalyst is O1CCCC1.C(OCC)(=O)C.CCCCCC. The product is [F:14][C:15]([F:34])([F:33])[S:16]([O:8][C:5]1[CH2:4][CH2:3][C:2]([F:1])([C:9]2[S:10][CH:11]=[CH:12][N:13]=2)[CH2:7][CH:6]=1)(=[O:18])=[O:17]. The yield is 0.710. (2) The reactants are C[Si](C)(C)CCOC[N:7]1[C:11]2[N:12]=[CH:13][N:14]=[C:15]([C:16]3[CH:17]=[N:18][N:19]([CH:21]4[CH2:26][CH2:25][CH2:24][CH:23]([CH2:27][C:28]#[N:29])[CH2:22]4)[CH:20]=3)[C:10]=2[CH:9]=[CH:8]1.[C:32]([OH:38])([C:34]([F:37])([F:36])[F:35])=[O:33].C(N)CN. The catalyst is C(Cl)Cl. The product is [F:35][C:34]([F:37])([F:36])[C:32]([OH:38])=[O:33].[N:12]1[C:11]2[NH:7][CH:8]=[CH:9][C:10]=2[C:15]([C:16]2[CH:17]=[N:18][N:19]([CH:21]3[CH2:26][CH2:25][CH2:24][CH:23]([CH2:27][C:28]#[N:29])[CH2:22]3)[CH:20]=2)=[N:14][CH:13]=1. The yield is 0.830.